From a dataset of Experimentally validated miRNA-target interactions with 360,000+ pairs, plus equal number of negative samples. Binary Classification. Given a miRNA mature sequence and a target amino acid sequence, predict their likelihood of interaction. (1) The miRNA is hsa-miR-708-3p with sequence CAACUAGACUGUGAGCUUCUAG. The protein sequence of the target gene is MKAVRNLLIYIFSTYLLVMFGFNAAQDFWCSTLVKGVIYGSYSVSEMFPKNFTNCTWTLENPDPTKYSIYLKFSKKDLSCSNFSLLAYQFDHFSHEKIKDLLRKNHSIMQLCSSKNAFVFLQYDKNFIQIRRVFPTDFPGLQKKVEEDQKSFFEFLVLNKVSPSQFGCHVLCTWLESCLKSENGRTESCGIMYTKCTCPQHLGEWGIDDQSLVLLNNVVLPLNEQTEGCLTQELQTTQVCNLTREAKRPPKEEFGMMGDHTIKSQRPRSVHEKRVPQEQADAAKFMAQTGESGVEEWSQW.... Result: 0 (no interaction). (2) The miRNA is mmu-miR-3091-5p with sequence CAUGGGUCUGGUUGGGCCCGC. The protein sequence of the target gene is MWKDLPQNVPRIPRIQVPAAAADNSLLKDLNQGQRCYLYSIMRIYDSRPQWKALQTRYIHSLGYQQHLGYITQQEALSCAAVLRHSTMRASATVAPQRTILPRVFSHAKKGQPAKPGFRVGSRASLHSMLSTKTLDKA. Result: 0 (no interaction). (3) The miRNA is hsa-miR-6516-5p with sequence UUUGCAGUAACAGGUGUGAGCA. The protein sequence of the target gene is MEGLLSVALQGAELEGNWKHEGQVEDLQENQESCPEPEAVACKGDPAGDSMQERDEFSRIPRTISSPAATQASVPDDSSSRRCSAPGESPKERHPDSRQRERGGGPKKPWKCGDCGKAFSYCSAFILHQRIHTGEKPFACPECGKAFSQSVHLTLHQRTHTGEKPYACHECGKAFSQGSYLASHWRTHTGEKPHRCADCGKAFTRVTHLTQHRRVHTGERPYACAQCAKAFRNRSSLIEHQRIHTGEKPYECSACAKAFRFSSALIRHQRIHTEEKPYRCGQCAKAFAQIAHLTQHRRVH.... Result: 1 (interaction). (4) The miRNA is mmu-miR-7222-3p with sequence UCCAGGACAGUGGGCAGGAGCAG. The protein sequence of the target gene is MQRPEAWPRPHPGEGAAAAQAGGPAPPARAGEPSGLRLQEPSLYTIKAVFILDNDGRRLLAKYYDDTFPSMKEQMVFEKNVFNKTSRTESEIAFFGGMTIVYKNSIDLFLYVVGSSYENELMLMSVLTCLFESLNHMLRKNVEKRWLLENMDGAFLVLDEIVDGGVILESDPQQVIQKVNFRADDGGLTEQSVAQVLQSAKEQIKWSLLK. Result: 0 (no interaction).